From a dataset of Catalyst prediction with 721,799 reactions and 888 catalyst types from USPTO. Predict which catalyst facilitates the given reaction. Reactant: [C:1]([C:3]1[CH:22]=[CH:21][C:6]([C:7]([NH:9][CH2:10][C:11]2[CH:12]=[N:13][C:14]([CH3:20])=[C:15]([OH:19])[C:16]=2[CH2:17][OH:18])=[O:8])=[CH:5][CH:4]=1)#[N:2].[C:23]([C:27]1[CH:34]=[CH:33][C:30]([CH2:31]Cl)=[CH:29][CH:28]=1)([CH3:26])([CH3:25])[CH3:24].C(=O)([O-])[O-].[Cs+].[Cs+]. Product: [C:23]([C:27]1[CH:28]=[CH:29][C:30]([CH2:31][O:19][C:15]2[C:16]([CH2:17][OH:18])=[C:11]([CH2:10][NH:9][C:7](=[O:8])[C:6]3[CH:5]=[CH:4][C:3]([C:1]#[N:2])=[CH:22][CH:21]=3)[CH:12]=[N:13][C:14]=2[CH3:20])=[CH:33][CH:34]=1)([CH3:26])([CH3:24])[CH3:25]. The catalyst class is: 3.